From a dataset of Full USPTO retrosynthesis dataset with 1.9M reactions from patents (1976-2016). Predict the reactants needed to synthesize the given product. Given the product [CH2:10]([N:17]1[CH2:22][CH2:21][N:20]([CH:3]2[CH:4]3[CH2:7][CH2:8][N:1]([CH2:6][CH2:5]3)[CH2:2]2)[CH2:19][CH2:18]1)[C:11]1[CH:12]=[CH:13][CH:14]=[CH:15][CH:16]=1, predict the reactants needed to synthesize it. The reactants are: [N:1]12[CH2:8][CH2:7][CH:4]([CH2:5][CH2:6]1)[C:3](=O)[CH2:2]2.[CH2:10]([N:17]1[CH2:22][CH2:21][NH:20][CH2:19][CH2:18]1)[C:11]1[CH:16]=[CH:15][CH:14]=[CH:13][CH:12]=1.C([O-])([O-])=O.[K+].[K+].